From a dataset of Forward reaction prediction with 1.9M reactions from USPTO patents (1976-2016). Predict the product of the given reaction. (1) Given the reactants C[C@H]1CN[C@]2(O[C@H]3C[C@H]4[C@@H]5CC=C6C[C@@H](O)CC[C@]6(C)[C@H]5CC[C@]4(C)[C@H]3[C@@H]2C)CC1.S(=O)(=O)(O)O.[CH3:36][C:37]([C:39]1[C@@:43]2([CH3:61])[CH2:44][CH2:45][C@@H:46]3[C@@:51]4([CH3:60])[CH2:52][CH2:53][C@@H:54]([O:56][C:57]([CH3:59])=[O:58])[CH2:55][C:50]4=[CH:49][CH2:48][CH:47]3[C@@H:42]2[CH2:41][CH:40]=1)=[O:38], predict the reaction product. The product is: [CH3:36][C:37]([C:39]1[C@@:43]2([CH3:61])[CH2:44][CH2:45][C@@H:46]3[C@@:51]4([CH3:60])[CH2:52][CH2:53][C@H:54]([O:56][C:57]([CH3:59])=[O:58])[CH2:55][C:50]4=[CH:49][CH2:48][C@H:47]3[C@@H:42]2[CH2:41][CH:40]=1)=[O:38]. (2) Given the reactants S(Cl)([Cl:3])=O.[C:5]1([NH:11][C:12](=[O:24])[NH:13][C:14]2[CH:21]=[CH:20][C:17]([CH2:18]O)=[CH:16][C:15]=2[O:22][CH3:23])[CH:10]=[CH:9][CH:8]=[CH:7][CH:6]=1.C1(N=C=O)C=CC=CC=1.CCCCCCC, predict the reaction product. The product is: [C:5]1([NH:11][C:12](=[O:24])[NH:13][C:14]2[CH:21]=[CH:20][C:17]([CH2:18][Cl:3])=[CH:16][C:15]=2[O:22][CH3:23])[CH:10]=[CH:9][CH:8]=[CH:7][CH:6]=1. (3) Given the reactants [ClH:1].[CH2:2]([O:4][C:5](=[O:18])[CH:6]([OH:17])[CH2:7][O:8][C:9]1[CH:14]=[CH:13][C:12]([C:15]#[N:16])=[CH:11][CH:10]=1)C.[CH3:19][OH:20], predict the reaction product. The product is: [ClH:1].[CH3:2][O:4][C:5](=[O:18])[CH:6]([OH:17])[CH2:7][O:8][C:9]1[CH:14]=[CH:13][C:12]([C:15]([O:20][CH3:19])=[NH:16])=[CH:11][CH:10]=1. (4) Given the reactants Cl[C:2]1[N:7]=[C:6]([C:8]2[CH:13]=[CH:12][C:11]([F:14])=[C:10]([Cl:15])[CH:9]=2)[CH:5]=[C:4]([N:16]2[CH2:21][CH2:20][N:19]([C:22]3[C:27]([C:28]([F:31])([F:30])[F:29])=[CH:26][CH:25]=[CH:24][N:23]=3)[CH2:18][CH2:17]2)[N:3]=1.[O:32]1CCC[CH2:33]1.C[O-].[Na+], predict the reaction product. The product is: [Cl:15][C:10]1[CH:9]=[C:8]([C:6]2[CH:5]=[C:4]([N:16]3[CH2:21][CH2:20][N:19]([C:22]4[C:27]([C:28]([F:31])([F:30])[F:29])=[CH:26][CH:25]=[CH:24][N:23]=4)[CH2:18][CH2:17]3)[N:3]=[C:2]([O:32][CH3:33])[N:7]=2)[CH:13]=[CH:12][C:11]=1[F:14]. (5) Given the reactants [F:1][C:2]1[CH:18]=[CH:17][C:5]2[N:6]3[CH:11]=[C:10]([C:12](OCC)=[O:13])[N:9]=[C:7]3[S:8][C:4]=2[CH:3]=1.[Li+].[BH4-].C([O-])([O-])=O.[K+].[K+], predict the reaction product. The product is: [F:1][C:2]1[CH:18]=[CH:17][C:5]2[N:6]3[CH:11]=[C:10]([CH2:12][OH:13])[N:9]=[C:7]3[S:8][C:4]=2[CH:3]=1. (6) Given the reactants [Br:1][C:2]1[N:7]=[C:6]([CH3:8])[C:5]([CH:9]=[O:10])=[CH:4][C:3]=1[CH3:11].O.[C:13]1(C)C=CC(S(O)(=O)=O)=CC=1.[C:24](=[O:27])(O)[O-].[Na+], predict the reaction product. The product is: [Br:1][C:2]1[C:3]([CH3:11])=[CH:4][C:5]([CH:9]([O:27][CH3:24])[O:10][CH3:13])=[C:6]([CH3:8])[N:7]=1.